This data is from Reaction yield outcomes from USPTO patents with 853,638 reactions. The task is: Predict the reaction yield, written as a fraction of the theoretical maximum amount of product (1.0 means a 100% yield; for example, 0.34 means a 34% yield). (1) The reactants are Br[C:2]1[CH:23]=[CH:22][C:5]([C:6]([NH:8][S:9]([C:12]2[CH:17]=[CH:16][CH:15]=[CH:14][C:13]=2[S:18](=[O:21])(=[O:20])[NH2:19])(=[O:11])=[O:10])=[O:7])=[CH:4][C:3]=1[CH3:24].[O:25]1[C:29]2[CH:30]=[CH:31][CH:32]=[CH:33][C:28]=2[CH:27]=[C:26]1B(O)O.C(=O)([O-])[O-].[Na+].[Na+]. The catalyst is CN(C)C=O.Cl[Pd]Cl.C1(P(C2C=CC=CC=2)[C-]2C=CC=C2)C=CC=CC=1.[C-]1(P(C2C=CC=CC=2)C2C=CC=CC=2)C=CC=C1.[Fe+2]. The product is [O:25]1[C:29]2[CH:30]=[CH:31][CH:32]=[CH:33][C:28]=2[CH:27]=[C:26]1[C:2]1[CH:23]=[CH:22][C:5]([C:6]([NH:8][S:9]([C:12]2[CH:17]=[CH:16][CH:15]=[CH:14][C:13]=2[S:18](=[O:21])(=[O:20])[NH2:19])(=[O:11])=[O:10])=[O:7])=[CH:4][C:3]=1[CH3:24]. The yield is 0.410. (2) The reactants are [C:1]([N:8]1[CH2:16][CH2:15][CH:11]([C:12](O)=[O:13])[CH2:10][CH2:9]1)([O:3][C:4]([CH3:7])([CH3:6])[CH3:5])=[O:2].B.C1COCC1. The catalyst is C1COCC1. The product is [C:1]([N:8]1[CH2:16][CH2:15][CH:11]([CH2:12][OH:13])[CH2:10][CH2:9]1)([O:3][C:4]([CH3:7])([CH3:6])[CH3:5])=[O:2]. The yield is 0.850. (3) The reactants are [CH2:1]([C:6]1[CH:12]=[C:11]([OH:13])[CH:10]=[CH:9][C:7]=1[OH:8])[CH2:2][CH2:3][CH2:4][CH3:5].CCCCCC.CC(=O)OCC. The catalyst is CO. The product is [CH2:1]([C:6]1[C:7](=[O:8])[CH:9]=[CH:10][C:11](=[O:13])[CH:12]=1)[CH2:2][CH2:3][CH2:4][CH3:5]. The yield is 0.590. (4) The catalyst is ClCCl. The product is [CH3:12][O:13][C:14]1[CH:29]=[CH:28][C:17]([CH2:18][N:19]2[CH2:25][CH2:11][CH:10]([C:7]3[CH:6]=[CH:5][C:4]([N+:1]([O-:3])=[O:2])=[CH:9][N:8]=3)[CH2:20]2)=[CH:16][CH:15]=1. The yield is 0.710. The reactants are [N+:1]([C:4]1[CH:5]=[CH:6][C:7]([CH:10]=[CH2:11])=[N:8][CH:9]=1)([O-:3])=[O:2].[CH3:12][O:13][C:14]1[CH:29]=[CH:28][C:17]([CH2:18][N:19]([CH2:25]OC)[CH2:20][Si](C)(C)C)=[CH:16][CH:15]=1.FC(F)(F)C(O)=O. (5) The reactants are [OH:1][N:2]1[C:6](=[O:7])[C:5]2=[CH:8][CH:9]=[CH:10][CH:11]=[C:4]2[C:3]1=[O:12].[CH3:13][O:14][C:15]1[CH:16]=[C:17]2[C:22](=[CH:23][CH:24]=1)[CH:21]=[C:20]([C@H:25]([CH3:29])[C:26](O)=[O:27])[CH:19]=[CH:18]2.Cl.CN(C)CCCN=C=NCC. The catalyst is CN(C1C=CN=CC=1)C.C(Cl)Cl.CN(C=O)C. The product is [CH3:13][O:14][C:15]1[CH:16]=[C:17]2[C:22](=[CH:23][CH:24]=1)[CH:21]=[C:20]([C@H:25]([CH3:29])[C:26]([O:1][N:2]1[C:3](=[O:12])[C:4]3[CH:11]=[CH:10][CH:9]=[CH:8][C:5]=3[C:6]1=[O:7])=[O:27])[CH:19]=[CH:18]2. The yield is 0.470.